This data is from Forward reaction prediction with 1.9M reactions from USPTO patents (1976-2016). The task is: Predict the product of the given reaction. (1) Given the reactants Br[CH2:2][C:3]1[CH2:4][CH2:5][O:6][CH2:7][C:8]=1[C:9]1[CH:14]=[CH:13][CH:12]=[CH:11][CH:10]=1.[OH:15][C:16]1[CH:23]=[CH:22][CH:21]=[C:20]([OH:24])[C:17]=1[CH:18]=[O:19].C([O-])([O-])=O.[K+].[K+], predict the reaction product. The product is: [OH:15][C:16]1[CH:23]=[CH:22][CH:21]=[C:20]([O:24][CH2:2][C:3]2[CH2:4][CH2:5][O:6][CH2:7][C:8]=2[C:9]2[CH:14]=[CH:13][CH:12]=[CH:11][CH:10]=2)[C:17]=1[CH:18]=[O:19]. (2) Given the reactants C([O:3][C:4]([C:6]1[C:7]2[CH2:8][C@@H:9]3[CH2:21][C@@H:10]3[C:11]=2[N:12]([C:14]2[CH:19]=[C:18]([Br:20])[CH:17]=[CH:16][N:15]=2)[N:13]=1)=[O:5])C.[OH-].[Na+], predict the reaction product. The product is: [Br:20][C:18]1[CH:17]=[CH:16][N:15]=[C:14]([N:12]2[C:11]3[C@H:10]4[CH2:21][C@H:9]4[CH2:8][C:7]=3[C:6]([C:4]([OH:5])=[O:3])=[N:13]2)[CH:19]=1.